Dataset: Drug half-life prediction data from Obach et al.. Task: Regression/Classification. Given a drug SMILES string, predict its absorption, distribution, metabolism, or excretion properties. Task type varies by dataset: regression for continuous measurements (e.g., permeability, clearance, half-life) or binary classification for categorical outcomes (e.g., BBB penetration, CYP inhibition). For this dataset (half_life_obach), we predict log10(half-life) (log10 of half-life in hours). (1) The drug is CCCC(C)C1(CC)C(=O)NC(=S)NC1=O. The log10(half-life) is 0.300. (2) The molecule is C[C@]12CC[C@@H]3c4ccc(OC(=O)N(CCCl)CCCl)cc4CC[C@H]3[C@@H]1CC[C@@H]2OP(=O)(O)O. The log10(half-life) is 0.380. (3) The molecule is NC(=O)NO. The log10(half-life) is 0.530. (4) The compound is CC[C@H]1OC(=O)[C@H](C)C(=O)[C@H](C)[C@@H](O[C@@H]2O[C@H](C)C[C@H](N(C)C)[C@H]2O)[C@](C)(OC)C[C@@H](C)C(=O)[C@H](C)[C@H]2N(CCCCn3cnc(-c4cccnc4)c3)C(=O)O[C@]12C. The log10(half-life) is 1.08. (5) The drug is CO/N=C(\C(=O)N[C@@H]1C(=O)N2C(C(=O)O)=C(C)CS[C@H]12)c1csc(N)n1. The log10(half-life) is 0.320. (6) The compound is CCCn1c(=O)[nH]c(=O)c2[nH]cnc21. The log10(half-life) is 0.260. (7) The molecule is CN1CCOC(c2ccccc2)c2ccccc2C1. The log10(half-life) is 0.700. (8) The compound is CN(C)CCCC1(c2ccc(F)cc2)OCc2cc(C#N)ccc21. The log10(half-life) is 1.52.